This data is from Reaction yield outcomes from USPTO patents with 853,638 reactions. The task is: Predict the reaction yield, written as a fraction of the theoretical maximum amount of product (1.0 means a 100% yield; for example, 0.34 means a 34% yield). (1) The reactants are Cl[C:2]1[CH:7]=[C:6]([CH3:8])[CH:5]=[CH:4][N+:3]=1[O-:9].[NH2:10][CH2:11][CH2:12][CH2:13][OH:14].C([O-])(O)=O.[Na+].C(O)(CC)(C)C. The catalyst is C(Cl)Cl. The product is [OH:14][CH2:13][CH2:12][CH2:11][NH:10][C:2]1[CH:7]=[C:6]([CH3:8])[CH:5]=[CH:4][N+:3]=1[O-:9]. The yield is 0.880. (2) The reactants are [NH2:1][C:2]1[N:7]=[CH:6][C:5]([C:8]2[CH2:13][CH2:12][N:11]([C:14]([O:16][C:17]([CH3:20])([CH3:19])[CH3:18])=[O:15])[CH2:10][CH:9]=2)=[CH:4][C:3]=1[N+:21]([O-])=O.CCOC(C)=O. The catalyst is [Pd].CCO. The product is [NH2:21][C:3]1[CH:4]=[C:5]([CH:8]2[CH2:13][CH2:12][N:11]([C:14]([O:16][C:17]([CH3:20])([CH3:19])[CH3:18])=[O:15])[CH2:10][CH2:9]2)[CH:6]=[N:7][C:2]=1[NH2:1]. The yield is 0.990. (3) The reactants are C[CH2:2][N:3]([CH:7]([CH3:9])C)[CH:4]([CH3:6])C.CN(C(O[N:18]1N=N[C:20]2[CH:21]=[CH:22][CH:23]=[N:24][C:19]1=2)=[N+](C)C)C.F[P-](F)(F)(F)(F)F.N[C@@H]1CC[C@H](N2[C:46](=[O:47])[C:45]3[CH:48]=C(F)C=NC=3N(C3C=C(C4C=CC=CC=4)C=CC=3)C2=O)CC1.[OH2:66]. The catalyst is CN(C=O)C. The product is [CH3:2][N:3]1[CH2:4][CH2:6][CH2:9][CH:7]1[C:22]1[CH:21]=[CH:20][C:19]2[N:24]([CH:48]=[C:45]([C:46]([OH:66])=[O:47])[N:18]=2)[CH:23]=1. The yield is 0.173. (4) The reactants are Cl[Si](C)(C)C.[BH4-].[Li+].CS([O:12][C:13]1[CH:18]=[CH:17][C:16]([C@@H:19]2[O:24][CH2:23][C:22](=O)[N:21]([CH2:26][C:27]3[CH:32]=[CH:31][CH:30]=[CH:29][CH:28]=3)[CH2:20]2)=[CH:15][CH:14]=1)(=O)=O.[OH-].[K+]. The catalyst is O1CCCC1.C(O)C.O.CO. The product is [CH2:26]([N:21]1[CH2:22][CH2:23][O:24][C@@H:19]([C:16]2[CH:15]=[CH:14][C:13]([OH:12])=[CH:18][CH:17]=2)[CH2:20]1)[C:27]1[CH:28]=[CH:29][CH:30]=[CH:31][CH:32]=1. The yield is 0.670. (5) The reactants are I[C:2]1[CH:11]=[C:10]2[C:5]([N:6]=[C:7]([O:19][CH:20]([C:25]3[CH:26]=[N:27][CH:28]=[CH:29][CH:30]=3)[C:21]([F:24])([F:23])[F:22])[C:8]([NH:12][S:13]([CH2:16][CH2:17][CH3:18])(=[O:15])=[O:14])=[N:9]2)=[CH:4][CH:3]=1.O.C[C:33]([N:35](C)C)=O. The catalyst is [C-]#N.[Zn+2].[C-]#N.[Zn].C1C=CC(/C=C/C(/C=C/C2C=CC=CC=2)=O)=CC=1.C1C=CC(/C=C/C(/C=C/C2C=CC=CC=2)=O)=CC=1.C1C=CC(/C=C/C(/C=C/C2C=CC=CC=2)=O)=CC=1.[Pd].[Pd].C1(P(C2C=CC=CC=2)[C-]2C=CC=C2)C=CC=CC=1.[C-]1(P(C2C=CC=CC=2)C2C=CC=CC=2)C=CC=C1.[Fe+2]. The product is [C:33]([C:2]1[CH:11]=[C:10]2[C:5]([N:6]=[C:7]([O:19][CH:20]([C:25]3[CH:26]=[N:27][CH:28]=[CH:29][CH:30]=3)[C:21]([F:24])([F:22])[F:23])[C:8]([NH:12][S:13]([CH2:16][CH2:17][CH3:18])(=[O:14])=[O:15])=[N:9]2)=[CH:4][CH:3]=1)#[N:35]. The yield is 0.420. (6) The reactants are [O:1]1[C:5]2[CH:6]=[CH:7][CH:8]=[CH:9][C:4]=2[CH:3]=[C:2]1[S:10]([NH:13][C:14]1[CH:19]=[C:18]([Cl:20])[CH:17]=[CH:16][C:15]=1[S:21][CH2:22][CH2:23][C:24]([O:26]C)=[O:25])(=[O:12])=[O:11].O[Li].O.Cl. The catalyst is C1COCC1.O. The product is [O:1]1[C:5]2[CH:6]=[CH:7][CH:8]=[CH:9][C:4]=2[CH:3]=[C:2]1[S:10]([NH:13][C:14]1[CH:19]=[C:18]([Cl:20])[CH:17]=[CH:16][C:15]=1[S:21][CH2:22][CH2:23][C:24]([OH:26])=[O:25])(=[O:11])=[O:12]. The yield is 0.840. (7) The reactants are [Cl:1][C:2]1[CH:3]=[C:4]([NH:8][C:9]2[N:14]=[C:13]([CH:15]3[CH2:17][CH2:16]3)[C:12]([CH:18]=O)=[CH:11][N:10]=2)[CH:5]=[CH:6][CH:7]=1.[NH2:20][CH:21]1[CH2:24][CH2:23][CH2:22]1.C(O)(=O)C.C([BH3-])#N. The catalyst is CO.ClCCl. The product is [Cl:1][C:2]1[CH:3]=[C:4]([NH:8][C:9]2[N:14]=[C:13]([CH:15]3[CH2:17][CH2:16]3)[C:12]([CH2:18][NH:20][CH:21]3[CH2:24][CH2:23][CH2:22]3)=[CH:11][N:10]=2)[CH:5]=[CH:6][CH:7]=1. The yield is 0.190. (8) The reactants are Br[C:2]1[CH:7]=[CH:6][C:5]([C@@H:8]([N:10]2[CH2:15][CH2:14][C@:13]([CH2:22][CH2:23][OH:24])([C:16]3[CH:21]=[CH:20][CH:19]=[CH:18][CH:17]=3)[CH2:12][C:11]2=[O:25])[CH3:9])=[CH:4][CH:3]=1.[F:26][C:27]1[CH:32]=[CH:31][C:30](B(O)O)=[CH:29][CH:28]=1.C([O-])([O-])=O.[Cs+].[Cs+]. The catalyst is O1CCOCC1.Cl[Pd](Cl)([P](C1C=CC=CC=1)(C1C=CC=CC=1)C1C=CC=CC=1)[P](C1C=CC=CC=1)(C1C=CC=CC=1)C1C=CC=CC=1. The product is [F:26][C:27]1[CH:32]=[CH:31][C:30]([C:2]2[CH:7]=[CH:6][C:5]([C@@H:8]([N:10]3[CH2:15][CH2:14][C@:13]([CH2:22][CH2:23][OH:24])([C:16]4[CH:17]=[CH:18][CH:19]=[CH:20][CH:21]=4)[CH2:12][C:11]3=[O:25])[CH3:9])=[CH:4][CH:3]=2)=[CH:29][CH:28]=1. The yield is 0.100.